The task is: Regression. Given a peptide amino acid sequence and an MHC pseudo amino acid sequence, predict their binding affinity value. This is MHC class I binding data.. This data is from Peptide-MHC class I binding affinity with 185,985 pairs from IEDB/IMGT. (1) The peptide sequence is RTPQDNQLAY. The MHC is HLA-A01:01 with pseudo-sequence HLA-A01:01. The binding affinity (normalized) is 0.394. (2) The peptide sequence is STLERTSKASLER. The MHC is HLA-B44:03 with pseudo-sequence HLA-B44:03. The binding affinity (normalized) is 0. (3) The MHC is HLA-B27:05 with pseudo-sequence HLA-B27:05. The binding affinity (normalized) is 0.125. The peptide sequence is FTFSSYGMH. (4) The binding affinity (normalized) is 0.0847. The peptide sequence is KIFKVTGEF. The MHC is HLA-A68:02 with pseudo-sequence HLA-A68:02. (5) The peptide sequence is LAYEHDVPI. The MHC is HLA-C03:03 with pseudo-sequence HLA-C03:03. The binding affinity (normalized) is 1.00. (6) The peptide sequence is IMDASSFTL. The MHC is HLA-B27:05 with pseudo-sequence HLA-B27:05. The binding affinity (normalized) is 0.0847.